Dataset: Catalyst prediction with 721,799 reactions and 888 catalyst types from USPTO. Task: Predict which catalyst facilitates the given reaction. (1) Reactant: [CH2:1]([O:3][C:4](=[O:39])[CH2:5][CH2:6][CH2:7][O:8][C:9]1[CH:14]=[CH:13][CH:12]=[C:11]([CH2:15][CH2:16][CH2:17][CH2:18][CH2:19][CH2:20][O:21][C:22]2[CH:27]=[C:26](Br)[CH:25]=[C:24]([C:29](=[O:31])[CH3:30])[CH:23]=2)[C:10]=1[CH2:32][CH2:33][C:34]([O:36][CH2:37][CH3:38])=[O:35])[CH3:2].[C:40]1(B(O)O)[CH:45]=[CH:44][CH:43]=[CH:42][CH:41]=1.C(=O)([O-])[O-].[Cs+].[Cs+]. Product: [CH2:1]([O:3][C:4](=[O:39])[CH2:5][CH2:6][CH2:7][O:8][C:9]1[CH:14]=[CH:13][CH:12]=[C:11]([CH2:15][CH2:16][CH2:17][CH2:18][CH2:19][CH2:20][O:21][C:22]2[CH:27]=[C:26]([C:40]3[CH:45]=[CH:44][CH:43]=[CH:42][CH:41]=3)[CH:25]=[C:24]([C:29](=[O:31])[CH3:30])[CH:23]=2)[C:10]=1[CH2:32][CH2:33][C:34]([O:36][CH2:37][CH3:38])=[O:35])[CH3:2]. The catalyst class is: 140. (2) Reactant: [NH2:1][C:2]1[C:10]([F:11])=[CH:9][CH:8]=[CH:7][C:3]=1[C:4](O)=[O:5].[CH:12]([N:15](C(C)C)CC)(C)C.C1CN([P+](ON2N=NC3C=CC=CC2=3)(N2CCCC2)N2CCCC2)CC1.F[P-](F)(F)(F)(F)F.CN.C1COCC1. Product: [NH2:1][C:2]1[C:10]([F:11])=[CH:9][CH:8]=[CH:7][C:3]=1[C:4]([NH:15][CH3:12])=[O:5]. The catalyst class is: 2. (3) Reactant: [OH:1][C:2]1[CH:9]=[CH:8][C:7]([C:10]([F:13])([F:12])[F:11])=[CH:6][C:3]=1[CH:4]=[O:5].[CH2:14](Br)[C:15]1[CH:20]=[CH:19][CH:18]=[CH:17][CH:16]=1.C(=O)([O-])[O-].[K+].[K+]. Product: [CH2:14]([O:1][C:2]1[CH:9]=[CH:8][C:7]([C:10]([F:11])([F:12])[F:13])=[CH:6][C:3]=1[CH:4]=[O:5])[C:15]1[CH:20]=[CH:19][CH:18]=[CH:17][CH:16]=1. The catalyst class is: 31. (4) Reactant: [O:1]=[C:2]1[C:11]2[C:6](=[CH:7][CH:8]=[CH:9][C:10]=2[C:12]([F:15])([F:14])[F:13])[NH:5][CH:4]=[C:3]1[C:16]([O:18]CC)=[O:17].[OH-].[Na+]. Product: [O:1]=[C:2]1[C:11]2[C:6](=[CH:7][CH:8]=[CH:9][C:10]=2[C:12]([F:15])([F:13])[F:14])[NH:5][CH:4]=[C:3]1[C:16]([OH:18])=[O:17]. The catalyst class is: 45. (5) Reactant: C(=O)([O-])[O-].[Cs+].[Cs+].[N-:7]1[CH:11]=[N:10][CH:9]=[N:8]1.[Na+].Br[C:14]([CH3:21])([CH3:20])[C:15]([O:17][CH2:18][CH3:19])=[O:16]. Product: [CH3:20][C:14]([N:7]1[CH:11]=[N:10][CH:9]=[N:8]1)([CH3:21])[C:15]([O:17][CH2:18][CH3:19])=[O:16]. The catalyst class is: 3. (6) Reactant: [C:1]1([N:7]2[C:11]([C:12]3[CH:17]=[CH:16][CH:15]=[CH:14][CH:13]=3)=[CH:10][CH:9]=[C:8]2[C:18]2[CH:19]=[C:20]3[C:25](=[CH:26][CH:27]=2)[CH:24]=[C:23]([O:28][CH2:29][C:30]2[CH:39]=[CH:38][C:33]([C:34]([O:36]C)=[O:35])=[CH:32][CH:31]=2)[CH:22]=[CH:21]3)[CH:6]=[CH:5][CH:4]=[CH:3][CH:2]=1.[OH-].[Na+]. Product: [C:1]1([N:7]2[C:11]([C:12]3[CH:13]=[CH:14][CH:15]=[CH:16][CH:17]=3)=[CH:10][CH:9]=[C:8]2[C:18]2[CH:19]=[C:20]3[C:25](=[CH:26][CH:27]=2)[CH:24]=[C:23]([O:28][CH2:29][C:30]2[CH:31]=[CH:32][C:33]([C:34]([OH:36])=[O:35])=[CH:38][CH:39]=2)[CH:22]=[CH:21]3)[CH:6]=[CH:5][CH:4]=[CH:3][CH:2]=1. The catalyst class is: 87.